From a dataset of Retrosynthesis with 50K atom-mapped reactions and 10 reaction types from USPTO. Predict the reactants needed to synthesize the given product. (1) The reactants are: COC(=O)/C=C/c1ccc2c(c1)C(=O)CC1(CCN(CCc3ccccc3)CC1)O2. Given the product O=C(O)/C=C/c1ccc2c(c1)C(=O)CC1(CCN(CCc3ccccc3)CC1)O2, predict the reactants needed to synthesize it. (2) Given the product C[C@H]1CCC[C@@H](C)N1CCNC(=O)c1ccc(F)c(NC(=O)c2cnc3cc(-c4ccc(C(=O)NC(C)(C)CO)c(F)c4)ccn23)c1, predict the reactants needed to synthesize it. The reactants are: CC(C)(N)CO.C[C@H]1CCC[C@@H](C)N1CCNC(=O)c1ccc(F)c(NC(=O)c2cnc3cc(-c4ccc(C(=O)O)c(F)c4)ccn23)c1. (3) Given the product O=[N+]([O-])c1cc(-c2cccs2)cn1[C@H]1C[C@H](O)[C@@H](CO)O1, predict the reactants needed to synthesize it. The reactants are: CCCC[Sn](CCCC)(CCCC)c1cccs1.O=[N+]([O-])c1cc(I)cn1[C@H]1C[C@H](O)[C@@H](CO)O1. (4) Given the product COC1NC=C(C#N)c2c1c(Br)cn2C1CCCC1, predict the reactants needed to synthesize it. The reactants are: COC1NC=C(C(N)=O)c2c1c(Br)cn2C1CCCC1. (5) Given the product CC(C)(C)n1nc(CCCN2CCN(c3ccc(Cl)c(Cl)c3)CC2)cc1-c1ccccc1, predict the reactants needed to synthesize it. The reactants are: CC(C)(C)n1nc(CCC=O)cc1-c1ccccc1.Clc1ccc(N2CCNCC2)cc1Cl. (6) Given the product CC(C)(C)OC(=O)N(Nc1nccc(-c2ccc(NC(=O)Nc3cc(C(F)(F)F)ccc3F)cc2)c1C#N)C(=O)OC(C)(C)C, predict the reactants needed to synthesize it. The reactants are: CC(C)(C)OC(=O)N(Nc1nccc(I)c1C#N)C(=O)OC(C)(C)C.CC1(C)OB(c2ccc(NC(=O)Nc3cc(C(F)(F)F)ccc3F)cc2)OC1(C)C. (7) Given the product Cc1cc(=O)c(OCc2ccccc2)c(C(=O)NC2CCC2)o1, predict the reactants needed to synthesize it. The reactants are: Cc1cc(=O)c(OCc2ccccc2)c(C(=O)O)o1.NC1CCC1. (8) The reactants are: CC1(C)NN(C2CCCCCCC2)C1=O.Fc1ccc(Cl)c(CBr)c1. Given the product CC1(C)C(=O)N(C2CCCCCCC2)N1Cc1cc(F)ccc1Cl, predict the reactants needed to synthesize it. (9) Given the product FC(F)(F)c1ccc(-c2cc(/C=C/c3ccccc3)[nH]n2)cc1, predict the reactants needed to synthesize it. The reactants are: O=Cc1cc(-c2ccc(C(F)(F)F)cc2)n[nH]1.c1ccc(C[P+](c2ccccc2)(c2ccccc2)c2ccccc2)cc1. (10) The reactants are: O=C(Nc1ccc(C(=O)N2CCCCc3ccccc32)cc1)c1ccccc1OCCCCCCN1C(=O)c2ccccc2C1=O. Given the product NCCCCCCOc1ccccc1C(=O)Nc1ccc(C(=O)N2CCCCc3ccccc32)cc1, predict the reactants needed to synthesize it.